Dataset: Reaction yield outcomes from USPTO patents with 853,638 reactions. Task: Predict the reaction yield, written as a fraction of the theoretical maximum amount of product (1.0 means a 100% yield; for example, 0.34 means a 34% yield). (1) The reactants are [Br:1][C:2]1[CH:7]=[CH:6][C:5]([OH:8])=[CH:4][CH:3]=1.C(=O)([O-])[O-].[K+].[K+].Br[CH2:16][CH2:17][O:18][CH3:19]. The catalyst is CN(C)C=O. The product is [Br:1][C:2]1[CH:7]=[CH:6][C:5]([O:8][CH2:16][CH2:17][O:18][CH3:19])=[CH:4][CH:3]=1. The yield is 0.480. (2) The catalyst is O1CCCC1.C(OCC)(=O)C. The yield is 0.640. The reactants are [H-].[Na+].[C:3]([CH2:5]P(=O)(OCC)OCC)#[N:4].[F:14][C:15]1[C:16]2[CH2:27][CH2:26][C:25](=O)[C:17]=2[C:18]2[C:22]([CH:23]=1)=[N:21][N:20]([CH3:24])[CH:19]=2.[Cl-].[NH4+]. The product is [F:14][C:15]1[C:16]2[CH2:27][CH2:26][C:25](=[CH:5][C:3]#[N:4])[C:17]=2[C:18]2[C:22]([CH:23]=1)=[N:21][N:20]([CH3:24])[CH:19]=2. (3) The reactants are [CH:1]1[C:10]2[C:5](=[CH:6][CH:7]=[CH:8][CH:9]=2)[CH:4]=[CH:3][C:2]=1[Mg]Br.CON(C)[C:16]([C:18]1[C:27](=[O:28])[C:26]2[C:21](=[CH:22][C:23]([O:29][CH3:30])=[N:24][CH:25]=2)[N:20]([C:31]([CH2:34][C:35]([CH3:38])([CH3:37])[CH3:36])([CH3:33])[CH3:32])[CH:19]=1)=[O:17].[NH4+].[Cl-]. The catalyst is C1COCC1. The product is [CH3:30][O:29][C:23]1[CH:22]=[C:21]2[C:26]([C:27](=[O:28])[C:18]([C:16]([C:2]3[CH:3]=[CH:4][C:5]4[C:10](=[CH:9][CH:8]=[CH:7][CH:6]=4)[CH:1]=3)=[O:17])=[CH:19][N:20]2[C:31]([CH2:34][C:35]([CH3:37])([CH3:36])[CH3:38])([CH3:32])[CH3:33])=[CH:25][N:24]=1. The yield is 0.240. (4) The reactants are [CH:1]([C:4]1[CH:9]=[CH:8][CH:7]=[C:6]([O:10][CH3:11])[CH:5]=1)([CH3:3])[CH3:2].[Br:12]N1C(=O)CCC1=O.O. The catalyst is C(Cl)(Cl)(Cl)Cl. The product is [Br:12][C:9]1[CH:8]=[CH:7][C:6]([O:10][CH3:11])=[CH:5][C:4]=1[CH:1]([CH3:3])[CH3:2]. The yield is 0.810. (5) The reactants are [Cl:1][C:2]1[CH:3]=[C:4]([CH:7]=[C:8]([Cl:10])[CH:9]=1)[CH:5]=[O:6].[N+:11]([O-])([OH:13])=[O:12]. The catalyst is S(=O)(=O)(O)O. The product is [Cl:1][C:2]1[C:3]([N+:11]([O-:13])=[O:12])=[C:4]([CH:7]=[C:8]([Cl:10])[CH:9]=1)[CH:5]=[O:6]. The yield is 0.790. (6) The yield is 0.440. The reactants are C(N(C(C)C)CC)(C)C.CN(C(ON1N=NC2C=CC=CC1=2)=[N+](C)C)C.F[P-](F)(F)(F)(F)F.[CH2:34]([OH:42])[CH2:35][CH2:36][CH2:37][CH2:38][CH2:39][CH2:40][CH3:41].[CH3:43][N:44]([CH3:64])[CH:45]1[CH2:50][CH2:49][N:48]([C:51](=[O:63])[CH2:52][CH2:53][C:54]2[N:55]([CH2:59][C:60](O)=[O:61])[CH:56]=[CH:57][N:58]=2)[CH2:47][CH2:46]1. The product is [CH3:64][N:44]([CH3:43])[CH:45]1[CH2:50][CH2:49][N:48]([C:51](=[O:63])[CH2:52][CH2:53][C:54]2[N:55]([CH2:59][C:60]([O:42][CH2:34][CH2:35][CH2:36][CH2:37][CH2:38][CH2:39][CH2:40][CH3:41])=[O:61])[CH:56]=[CH:57][N:58]=2)[CH2:47][CH2:46]1. The catalyst is C(Cl)(Cl)Cl. (7) The yield is 0.800. The product is [Br:1][C:2]1[C:10]2[C:9]([Cl:11])=[N:8][CH:7]=[N:6][C:5]=2[N:4]([CH:13]2[CH2:14][N:15]([C:17]([O:19][C:20]([CH3:23])([CH3:22])[CH3:21])=[O:18])[CH2:16]2)[CH:3]=1. The catalyst is O1CCCC1. The reactants are [Br:1][C:2]1[C:10]2[C:5]([NH:6][CH:7]=[N:8][C:9]=2[Cl:11])=[N:4][CH:3]=1.O[CH:13]1[CH2:16][N:15]([C:17]([O:19][C:20]([CH3:23])([CH3:22])[CH3:21])=[O:18])[CH2:14]1.C1(P(C2C=CC=CC=2)C2C=CC=CC=2)C=CC=CC=1.CCOC(/N=N/C(OCC)=O)=O.